The task is: Predict the product of the given reaction.. This data is from Forward reaction prediction with 1.9M reactions from USPTO patents (1976-2016). (1) Given the reactants [NH2:1][C:2]1[NH:6][N:5]=[C:4]([CH3:7])[C:3]=1[C:8]1[S:9][C:10]2[CH:16]=[C:15]([S:17](Cl)(=[O:19])=[O:18])[CH:14]=[CH:13][C:11]=2[N:12]=1.[CH3:21][O:22][C:23]1[CH:30]=[CH:29][C:26]([CH2:27][NH2:28])=[CH:25][CH:24]=1.CN1CCOCC1, predict the reaction product. The product is: [CH3:21][O:22][C:23]1[CH:30]=[CH:29][C:26]([CH2:27][NH:28][S:17]([C:15]2[CH:14]=[CH:13][C:11]3[N:12]=[C:8]([C:3]4[C:4]([CH3:7])=[N:5][NH:6][C:2]=4[NH2:1])[S:9][C:10]=3[CH:16]=2)(=[O:19])=[O:18])=[CH:25][CH:24]=1. (2) The product is: [O:49]=[C:43]1[CH:42]([N:35]2[C:34](=[O:50])[C:33]3[C:37](=[CH:38][CH:39]=[CH:40][C:32]=3[CH2:31][NH:30][C:7]([C:3]3[N:2]([CH3:1])[CH:6]=[CH:5][CH:4]=3)=[O:9])[C:36]2=[O:41])[CH2:47][CH2:46][C:45](=[O:48])[NH:44]1. Given the reactants [CH3:1][N:2]1[CH:6]=[CH:5][CH:4]=[C:3]1[C:7]([OH:9])=O.C(C1NC=CN=1)(C1NC=CN=1)=O.C(N(CC)CC)C.Cl.[NH2:30][CH2:31][C:32]1[CH:40]=[CH:39][CH:38]=[C:37]2[C:33]=1[C:34](=[O:50])[N:35]([CH:42]1[CH2:47][CH2:46][C:45](=[O:48])[NH:44][C:43]1=[O:49])[C:36]2=[O:41], predict the reaction product. (3) Given the reactants [H-].[Na+].[NH2:3][C:4]1[C:8]([C:9]#[N:10])=[CH:7][NH:6][N:5]=1.Br[CH2:12][C:13]1[CH:18]=[CH:17][C:16]([CH2:19][N:20]2[CH:24]=[CH:23][CH:22]=[N:21]2)=[CH:15][CH:14]=1, predict the reaction product. The product is: [N:20]1([CH2:19][C:16]2[CH:17]=[CH:18][C:13]([CH2:12][N:6]3[CH:7]=[C:8]([C:9]#[N:10])[C:4]([NH2:3])=[N:5]3)=[CH:14][CH:15]=2)[CH:24]=[CH:23][CH:22]=[N:21]1.